Dataset: Full USPTO retrosynthesis dataset with 1.9M reactions from patents (1976-2016). Task: Predict the reactants needed to synthesize the given product. (1) The reactants are: [Cl:1][C:2]1[N:7]=[C:6]([C:8]([F:11])([F:10])[F:9])[C:5]([C:12](Cl)=[O:13])=[CH:4][N:3]=1.[NH4+].[Cl-].O.[CH2:18]1COCC1. Given the product [Cl:1][C:2]1[N:7]=[C:6]([C:8]([F:11])([F:10])[F:9])[C:5]([C:12](=[O:13])[CH3:18])=[CH:4][N:3]=1, predict the reactants needed to synthesize it. (2) Given the product [F:1][C:2]([F:30])([F:29])[C:3]1[CH:4]=[C:5]([CH:22]=[C:23]([C:25]([F:28])([F:27])[F:26])[CH:24]=1)[C:6]([N:8]1[CH2:13][CH2:12][C@H:11]([N:41]2[CH2:42][CH2:43][N:38]([CH2:37][C:31]3[CH:32]=[CH:33][CH:34]=[CH:35][CH:36]=3)[CH2:39][CH2:40]2)[CH2:10][C@@H:9]1[CH2:15][C:16]1[CH:21]=[CH:20][CH:19]=[CH:18][CH:17]=1)=[O:7], predict the reactants needed to synthesize it. The reactants are: [F:1][C:2]([F:30])([F:29])[C:3]1[CH:4]=[C:5]([CH:22]=[C:23]([C:25]([F:28])([F:27])[F:26])[CH:24]=1)[C:6]([N:8]1[CH2:13][CH2:12][C:11](=O)[CH2:10][CH:9]1[CH2:15][C:16]1[CH:21]=[CH:20][CH:19]=[CH:18][CH:17]=1)=[O:7].[C:31]1([CH2:37][N:38]2[CH2:43][CH2:42][NH:41][CH2:40][CH2:39]2)[CH:36]=[CH:35][CH:34]=[CH:33][CH:32]=1.C([BH3-])#N.[Na+].C(O)C. (3) The reactants are: Br[C:2]1[CH:3]=[C:4]2[C:8](=[C:9]([C:11]([NH2:13])=[O:12])[CH:10]=1)[NH:7][CH:6]=[C:5]2[CH2:14][CH:15]1[CH2:20][CH2:19][S:18](=[O:22])(=[O:21])[CH2:17][CH2:16]1.[O:23]1[CH:27]=[CH:26][C:25](B(O)O)=[CH:24]1.C(=O)([O-])[O-].[K+].[K+]. Given the product [O:21]=[S:18]1(=[O:22])[CH2:19][CH2:20][CH:15]([CH2:14][C:5]2[C:4]3[C:8](=[C:9]([C:11]([NH2:13])=[O:12])[CH:10]=[C:2]([C:25]4[CH:26]=[CH:27][O:23][CH:24]=4)[CH:3]=3)[NH:7][CH:6]=2)[CH2:16][CH2:17]1, predict the reactants needed to synthesize it.